Dataset: Catalyst prediction with 721,799 reactions and 888 catalyst types from USPTO. Task: Predict which catalyst facilitates the given reaction. (1) Reactant: [CH3:1][O:2][C:3]1[CH:12]=[CH:11][CH:10]=[C:9]2[C:4]=1[CH:5]=[CH:6][CH:7]=[C:8]2[CH2:13][NH2:14].[CH3:15][CH:16]([CH3:20])[CH2:17][CH:18]=O.[BH4-].[Na+].O. Product: [CH3:1][O:2][C:3]1[CH:12]=[CH:11][CH:10]=[C:9]2[C:4]=1[CH:5]=[CH:6][CH:7]=[C:8]2[CH2:13][NH:14][CH2:18][CH2:17][CH:16]([CH3:20])[CH3:15]. The catalyst class is: 5. (2) Reactant: [Br:1][C:2]1[CH:7]=[CH:6][N:5]=[C:4]([NH2:8])[CH:3]=1.[NH4+].[OH-].[CH3:11][C:12](OC(C)=O)=[O:13]. Product: [Br:1][C:2]1[CH:7]=[CH:6][N:5]=[C:4]([NH:8][C:12](=[O:13])[CH3:11])[CH:3]=1. The catalyst class is: 142.